Dataset: CYP3A4 inhibition data for predicting drug metabolism from PubChem BioAssay. Task: Regression/Classification. Given a drug SMILES string, predict its absorption, distribution, metabolism, or excretion properties. Task type varies by dataset: regression for continuous measurements (e.g., permeability, clearance, half-life) or binary classification for categorical outcomes (e.g., BBB penetration, CYP inhibition). Dataset: cyp3a4_veith. The molecule is COc1ccc(C(=O)N2CCC3(CC2)CN(c2ccccc2)C3)cc1. The result is 0 (non-inhibitor).